Dataset: Catalyst prediction with 721,799 reactions and 888 catalyst types from USPTO. Task: Predict which catalyst facilitates the given reaction. (1) Reactant: [F:1][C:2]1[CH:27]=[CH:26][C:5]([O:6][C:7]2[CH:12]=[CH:11][C:10]([C:13]3[C:18]4=[N:19][S:20](=[O:24])(=[O:23])[CH2:21][CH2:22][N:17]4[CH:16]=[C:15]([CH3:25])[CH:14]=3)=[CH:9][CH:8]=2)=[CH:4][C:3]=1[O:28][CH3:29]. Product: [F:1][C:2]1[CH:27]=[CH:26][C:5]([O:6][C:7]2[CH:8]=[CH:9][C:10]([CH:13]3[C:18]4=[N:19][S:20](=[O:24])(=[O:23])[CH2:21][CH2:22][N:17]4[CH2:16][CH:15]([CH3:25])[CH2:14]3)=[CH:11][CH:12]=2)=[CH:4][C:3]=1[O:28][CH3:29]. The catalyst class is: 609. (2) Reactant: [Cl:1][C:2]1[CH:10]=[CH:9][C:5]([C:6]([OH:8])=O)=[C:4]([CH:11]=[O:12])[CH:3]=1.Cl.CN(C)CCCN=C=NCC.[NH:25]1[CH2:30][CH2:29][O:28][CH2:27][CH2:26]1. The catalyst class is: 4. Product: [Cl:1][C:2]1[CH:10]=[CH:9][C:5]([C:6]([N:25]2[CH2:30][CH2:29][O:28][CH2:27][CH2:26]2)=[O:8])=[C:4]([CH:3]=1)[CH:11]=[O:12]. (3) Reactant: [NH2:1][C:2]1[CH:7]=[C:6]([Cl:8])[N:5]=[C:4]([NH:9][C:10]2[CH:17]=[CH:16][C:13]([C:14]#[N:15])=[CH:12][CH:11]=2)[N:3]=1.[Br:18]Br.O.[OH-].[Na+]. Product: [NH2:1][C:2]1[C:7]([Br:18])=[C:6]([Cl:8])[N:5]=[C:4]([NH:9][C:10]2[CH:17]=[CH:16][C:13]([C:14]#[N:15])=[CH:12][CH:11]=2)[N:3]=1. The catalyst class is: 5. (4) Reactant: O[CH2:2][N:3]([CH2:8][CH2:9][S:10][C:11]1[CH:16]=[CH:15][C:14]([O:17][CH3:18])=[CH:13][CH:12]=1)[C:4](=[O:7])[O:5][CH3:6].B(F)(F)F.O(CC)CC. Product: [CH3:18][O:17][C:14]1[CH:13]=[CH:12][C:11]2[S:10][CH2:9][CH2:8][N:3]([C:4]([O:5][CH3:6])=[O:7])[CH2:2][C:16]=2[CH:15]=1. The catalyst class is: 2. (5) Reactant: COC1C=CC(C[NH:8][C:9]2[C:14]3[C:15]4[CH:21]=[CH:20][C:19]([C:22]5[CH:27]=[CH:26][C:25]([C:28]([F:31])([F:30])[F:29])=[CH:24][CH:23]=5)=[CH:18][C:16]=4[S:17][C:13]=3[C:12]([C:32]#[N:33])=[CH:11][N:10]=2)=CC=1.[OH:36]S(O)(=O)=O.C([O-])(O)=O.[Na+].[Na+].[Cl-]. Product: [NH2:8][C:9]1[C:14]2[C:15]3[CH:21]=[CH:20][C:19]([C:22]4[CH:27]=[CH:26][C:25]([C:28]([F:29])([F:31])[F:30])=[CH:24][CH:23]=4)=[CH:18][C:16]=3[S:17][C:13]=2[C:12]([C:32]([NH2:33])=[O:36])=[CH:11][N:10]=1. The catalyst class is: 49. (6) The catalyst class is: 1. Reactant: [Br:1][C:2]1[CH:7]=[C:6]([C:8]([C:10]2[NH:14][C:13]3[CH:15]=[CH:16][C:17]([N:19]4[CH2:24][CH2:23][CH:22]([N:25]([CH3:27])[CH3:26])[CH2:21][CH2:20]4)=[CH:18][C:12]=3[N:11]=2)=[O:9])[CH:5]=[CH:4][N:3]=1.[H-].[Na+].[CH3:30][Si:31]([CH3:38])([CH3:37])[CH2:32][CH2:33][O:34][CH2:35]Cl.Cl. Product: [Br:1][C:2]1[CH:7]=[C:6]([C:8]([C:10]2[N:14]([CH2:35][O:34][CH2:33][CH2:32][Si:31]([CH3:38])([CH3:37])[CH3:30])[C:13]3[CH:15]=[CH:16][C:17]([N:19]4[CH2:20][CH2:21][CH:22]([N:25]([CH3:27])[CH3:26])[CH2:23][CH2:24]4)=[CH:18][C:12]=3[N:11]=2)=[O:9])[CH:5]=[CH:4][N:3]=1. (7) Reactant: [CH2:1]([O:3][C:4](=[O:21])[C:5]1[CH:10]=[CH:9][C:8]([NH:11][C:12]2[C:17](=[O:18])[N:16]([CH3:19])[CH:15]=[C:14](Br)[N:13]=2)=[CH:7][CH:6]=1)[CH3:2].[C:22]([C:26]1[CH:50]=[CH:49][C:29]([C:30]([NH:32][C:33]2[CH:38]=[CH:37][CH:36]=[C:35](B3OC(C)(C)C(C)(C)O3)[C:34]=2[CH3:48])=[O:31])=[CH:28][CH:27]=1)([CH3:25])([CH3:24])[CH3:23].C(=O)([O-])[O-].[Na+].[Na+].COCCOC. Product: [CH2:1]([O:3][C:4](=[O:21])[C:5]1[CH:10]=[CH:9][C:8]([NH:11][C:12]2[C:17](=[O:18])[N:16]([CH3:19])[CH:15]=[C:14]([C:35]3[CH:36]=[CH:37][CH:38]=[C:33]([NH:32][C:30](=[O:31])[C:29]4[CH:28]=[CH:27][C:26]([C:22]([CH3:23])([CH3:24])[CH3:25])=[CH:50][CH:49]=4)[C:34]=3[CH3:48])[N:13]=2)=[CH:7][CH:6]=1)[CH3:2]. The catalyst class is: 103.